The task is: Predict the reaction yield, written as a fraction of the theoretical maximum amount of product (1.0 means a 100% yield; for example, 0.34 means a 34% yield).. This data is from Reaction yield outcomes from USPTO patents with 853,638 reactions. (1) The reactants are [Br:1][C:2]1[CH:7]=[CH:6][C:5]([SH:8])=[CH:4][CH:3]=1.O[CH:10]1[CH2:15][CH2:14][N:13]([C:16]([O:18][C:19]([CH3:22])([CH3:21])[CH3:20])=[O:17])[CH2:12][CH2:11]1.C1C=CC(P(C2C=CC=CC=2)C2C=CC=CC=2)=CC=1.CCOC(/N=N/C(OCC)=O)=O. The catalyst is C1COCC1. The product is [Br:1][C:2]1[CH:7]=[CH:6][C:5]([S:8][CH:10]2[CH2:15][CH2:14][N:13]([C:16]([O:18][C:19]([CH3:22])([CH3:21])[CH3:20])=[O:17])[CH2:12][CH2:11]2)=[CH:4][CH:3]=1. The yield is 0.410. (2) The product is [C:12]([O:15][C:16]([N:1]1[CH2:6][CH2:5][CH:4]([CH2:7][OH:8])[CH2:3][CH2:2]1)=[O:17])([CH3:14])([CH3:13])[CH3:11]. The yield is 0.970. The reactants are [NH:1]1[CH2:6][CH2:5][CH:4]([CH2:7][OH:8])[CH2:3][CH2:2]1.[OH-].[Na+].[CH3:11][C:12]([O:15][C:16](O[C:16]([O:15][C:12]([CH3:14])([CH3:13])[CH3:11])=[O:17])=[O:17])([CH3:14])[CH3:13]. The catalyst is O1CCOCC1. (3) The reactants are [Cl:1][C:2]1[CH:25]=[CH:24][C:5]([CH2:6][N:7]2[C:12](=[O:13])[C:11]([Br:14])=[N:10][N:9]([C:15]3[CH:20]=[CH:19][CH:18]=[CH:17][C:16]=3[O:21]C)[C:8]2=[O:23])=[CH:4][CH:3]=1.B(Br)(Br)Br. The catalyst is C(Cl)Cl. The product is [Cl:1][C:2]1[CH:3]=[CH:4][C:5]([CH2:6][N:7]2[C:12](=[O:13])[C:11]([Br:14])=[N:10][N:9]([C:15]3[CH:20]=[CH:19][CH:18]=[CH:17][C:16]=3[OH:21])[C:8]2=[O:23])=[CH:24][CH:25]=1. The yield is 0.900. (4) The yield is 0.770. The catalyst is [Fe]. The reactants are [Br:1][C:2]1[CH:7]=[CH:6][C:5]([F:8])=[C:4]([N+]([O-])=O)[C:3]=1[CH3:12].[NH4+].[Cl-].O.[CH3:16]CO. The product is [Br:1][C:2]1[CH:7]=[CH:6][C:5]([F:8])=[C:4]([CH3:16])[C:3]=1[CH3:12]. (5) The reactants are [O:1]([C:8]1[CH:13]=[CH:12][C:11]([CH:14]([NH2:16])[CH3:15])=[CH:10][CH:9]=1)[C:2]1[CH:7]=[CH:6][CH:5]=[CH:4][CH:3]=1.C[O:18][C:19](=O)[C:20]1[C:25]([Cl:26])=[CH:24][CH:23]=[CH:22][C:21]=1[CH2:27]Br.C([O-])([O-])=O.[K+].[K+].C(OCC)(=O)C. The catalyst is C1(C)C=CC=CC=1. The product is [Cl:26][C:25]1[CH:24]=[CH:23][CH:22]=[C:21]2[C:20]=1[C:19](=[O:18])[N:16]([CH:14]([C:11]1[CH:10]=[CH:9][C:8]([O:1][C:2]3[CH:7]=[CH:6][CH:5]=[CH:4][CH:3]=3)=[CH:13][CH:12]=1)[CH3:15])[CH2:27]2. The yield is 0.340. (6) The reactants are [CH3:1][C:2]12[C:14]3[C:6](=[CH:7][C:8]([NH:15][C:16]([C:18]4[CH:27]=[CH:26][C:21]([C:22]([O:24]C)=[O:23])=[CH:20][N:19]=4)=[O:17])=[CH:9][C:10]=3[CH2:11][CH2:12][CH2:13]1)[CH2:5][CH2:4][CH2:3]2.[OH-].[Na+].Cl. The catalyst is C(O)C. The product is [CH3:1][C:2]12[C:14]3[C:6](=[CH:7][C:8]([NH:15][C:16]([C:18]4[CH:27]=[CH:26][C:21]([C:22]([OH:24])=[O:23])=[CH:20][N:19]=4)=[O:17])=[CH:9][C:10]=3[CH2:11][CH2:12][CH2:13]1)[CH2:5][CH2:4][CH2:3]2. The yield is 0.910. (7) The reactants are [CH3:1][O:2][C:3]1[CH:20]=[CH:19][C:6]([CH2:7][N:8]2[C:12]3[N:13]=[CH:14][CH:15]=[C:16]([OH:17])[C:11]=3[C:10]([CH3:18])=[N:9]2)=[CH:5][CH:4]=1.Cl[C:22]1[N:27]=[CH:26][C:25]([N+:28]([O-:30])=[O:29])=[CH:24][N:23]=1.C(=O)([O-])[O-].[Cs+].[Cs+].CN(C=O)C. The product is [CH3:1][O:2][C:3]1[CH:4]=[CH:5][C:6]([CH2:7][N:8]2[C:12]3=[N:13][CH:14]=[CH:15][C:16]([O:17][C:22]4[N:27]=[CH:26][C:25]([N+:28]([O-:30])=[O:29])=[CH:24][N:23]=4)=[C:11]3[C:10]([CH3:18])=[N:9]2)=[CH:19][CH:20]=1. The catalyst is CCOC(C)=O.CCCCCC. The yield is 0.290. (8) The product is [CH:37]1([N:36]([CH:30]2[CH2:31][CH2:32][CH2:33][CH2:34][CH2:35]2)[C:23]([NH:17][C:4]2[S:5][C:6]([S:7]([N:10]3[CH2:15][CH2:14][N:13]([CH3:16])[CH2:12][CH2:11]3)(=[O:9])=[O:8])=[C:2]([CH3:1])[N:3]=2)=[O:24])[CH2:38][CH2:39][CH2:40][CH2:41][CH2:42]1. The reactants are [CH3:1][C:2]1[N:3]=[C:4]([NH2:17])[S:5][C:6]=1[S:7]([N:10]1[CH2:15][CH2:14][N:13]([CH3:16])[CH2:12][CH2:11]1)(=[O:9])=[O:8].C1N=CN([C:23](N2C=NC=C2)=[O:24])C=1.[CH:30]1([NH:36][CH:37]2[CH2:42][CH2:41][CH2:40][CH2:39][CH2:38]2)[CH2:35][CH2:34][CH2:33][CH2:32][CH2:31]1.O. The catalyst is CN(C1C=CN=CC=1)C.ClC(Cl)C.C(Cl)Cl. The yield is 0.0400. (9) The product is [Cl:1][C:2]1[CH:7]=[CH:6][C:5]([NH:8][C:9]([NH:10][C:11]2[CH:16]=[CH:15][CH:14]=[C:13]([C:22]3[CH:27]=[N:26][C:25]([N:28]4[CH2:29][CH2:30][CH2:31][CH2:32]4)=[CH:24][CH:23]=3)[CH:12]=2)=[O:20])=[CH:4][CH:3]=1. The catalyst is COCCOC.C(OCC)(=O)C.O.C1C=CC([P]([Pd]([P](C2C=CC=CC=2)(C2C=CC=CC=2)C2C=CC=CC=2)([P](C2C=CC=CC=2)(C2C=CC=CC=2)C2C=CC=CC=2)[P](C2C=CC=CC=2)(C2C=CC=CC=2)C2C=CC=CC=2)(C2C=CC=CC=2)C2C=CC=CC=2)=CC=1. The reactants are [Cl:1][C:2]1[CH:7]=[CH:6][C:5]([NH:8][C:9](=[O:20])[NH:10][C:11]2[CH:12]=[C:13](B(O)O)[CH:14]=[CH:15][CH:16]=2)=[CH:4][CH:3]=1.Br[C:22]1[CH:23]=[CH:24][C:25]([N:28]2[CH2:32][CH2:31][CH2:30][CH2:29]2)=[N:26][CH:27]=1.[Na]. The yield is 0.620. (10) The product is [NH2:5][CH2:9][C@@H:10]([NH:18][C:19]([C:21]1[S:22][C:23]([Cl:32])=[C:24]([C:26]2[N:30]([CH3:31])[N:29]=[N:28][C:27]=2[Br:40])[CH:25]=1)=[O:20])[CH2:11][CH:12]1[CH2:17][CH2:16][CH2:15][CH2:14][CH2:13]1. The reactants are CC([N:5]([CH2:9][C@@H:10]([NH:18][C:19]([C:21]1[S:22][C:23]([Cl:32])=[C:24]([C:26]2[N:30]([CH3:31])[N:29]=[N:28][CH:27]=2)[CH:25]=1)=[O:20])[CH2:11][CH:12]1[CH2:17][CH2:16][CH2:15][CH2:14][CH2:13]1)C(=O)[O-])(C)C.C1C(=O)N([Br:40])C(=O)C1. The catalyst is CN(C=O)C. The yield is 0.0800.